From a dataset of Peptide-MHC class II binding affinity with 134,281 pairs from IEDB. Regression. Given a peptide amino acid sequence and an MHC pseudo amino acid sequence, predict their binding affinity value. This is MHC class II binding data. (1) The peptide sequence is EELRSLYNTVATLYCVH. The MHC is DRB1_0701 with pseudo-sequence DRB1_0701. The binding affinity (normalized) is 0.464. (2) The peptide sequence is ESATILMTATPPGTS. The MHC is DRB1_0901 with pseudo-sequence DRB1_0901. The binding affinity (normalized) is 0.581. (3) The peptide sequence is RFLPNPAGVQL. The MHC is DRB1_1101 with pseudo-sequence DRB1_1101. The binding affinity (normalized) is 0.201. (4) The peptide sequence is TNAGTCTVSIGDMLDNIT. The MHC is DRB1_0101 with pseudo-sequence DRB1_0101. The binding affinity (normalized) is 0. (5) The peptide sequence is ILPNTLVLDFCDDAL. The binding affinity (normalized) is 0.507. The MHC is HLA-DQA10201-DQB10202 with pseudo-sequence HLA-DQA10201-DQB10202. (6) The peptide sequence is MFISDTPGERNPYEN. The MHC is DRB1_0101 with pseudo-sequence DRB1_0101. The binding affinity (normalized) is 0.0627.